From a dataset of Reaction yield outcomes from USPTO patents with 853,638 reactions. Predict the reaction yield, written as a fraction of the theoretical maximum amount of product (1.0 means a 100% yield; for example, 0.34 means a 34% yield). (1) The yield is 0.236. The reactants are Cl[C:2]1[N:3]=[C:4]([OH:18])[C:5]2[CH:11]=[CH:10][N:9]=[C:8]([C:12]3[N:13]=[CH:14][N:15]([CH3:17])[CH:16]=3)[C:6]=2[N:7]=1.[Cl:19][C:20]1[CH:21]=[C:22]([OH:27])[CH:23]=[CH:24][C:25]=1[Cl:26].CCN(C(C)C)C(C)C. The product is [Cl:19][C:20]1[CH:21]=[C:22]([CH:23]=[CH:24][C:25]=1[Cl:26])[O:27][C:2]1[N:3]=[C:4]([OH:18])[C:5]2[CH:11]=[CH:10][N:9]=[C:8]([C:12]3[N:13]=[CH:14][N:15]([CH3:17])[CH:16]=3)[C:6]=2[N:7]=1. The catalyst is CN(C=O)C. (2) The reactants are [Cl:1][C:2]1[C:7]2[O:8][CH2:9][O:10][C:6]=2[CH:5]=[C:4]([CH2:11][C@H:12]([NH:20][C:21](=[O:27])[O:22][C:23]([CH3:26])([CH3:25])[CH3:24])[C:13](=[O:19])[C:14]2[S:15][CH:16]=[CH:17][N:18]=2)[CH:3]=1.[H-].C(O[Al](OC(C)(C)C)OC(C)(C)C)(C)(C)C.[Li+].C1COCC1. The catalyst is CCO. The product is [Cl:1][C:2]1[C:7]2[O:8][CH2:9][O:10][C:6]=2[CH:5]=[C:4]([CH2:11][C@H:12]([NH:20][C:21](=[O:27])[O:22][C:23]([CH3:25])([CH3:24])[CH3:26])[C@H:13]([OH:19])[C:14]2[S:15][CH:16]=[CH:17][N:18]=2)[CH:3]=1. The yield is 0.770.